Dataset: Peptide-MHC class II binding affinity with 134,281 pairs from IEDB. Task: Regression. Given a peptide amino acid sequence and an MHC pseudo amino acid sequence, predict their binding affinity value. This is MHC class II binding data. (1) The peptide sequence is FTVNQTSRLLMRRMR. The MHC is HLA-DQA10501-DQB10303 with pseudo-sequence HLA-DQA10501-DQB10303. The binding affinity (normalized) is 0.345. (2) The peptide sequence is AFKVMATAANAAPAN. The MHC is DRB1_0701 with pseudo-sequence DRB1_0701. The binding affinity (normalized) is 0.618. (3) The peptide sequence is CEYIPLFSATARRAM. The MHC is DRB3_0202 with pseudo-sequence DRB3_0202. The binding affinity (normalized) is 0.414. (4) The peptide sequence is LTWIGLNSKNTSMSF. The MHC is DRB1_0404 with pseudo-sequence DRB1_0404. The binding affinity (normalized) is 0.382. (5) The peptide sequence is SQDLELSWNLNGGQAY. The MHC is DRB1_0802 with pseudo-sequence DRB1_0802. The binding affinity (normalized) is 0.200. (6) The peptide sequence is FVQNIIVKLETKDMK. The MHC is DRB1_0101 with pseudo-sequence DRB1_0101. The binding affinity (normalized) is 0.900. (7) The peptide sequence is VVECKEVFCQTIKLD. The MHC is DRB1_0101 with pseudo-sequence DRB1_0101. The binding affinity (normalized) is 0.165. (8) The peptide sequence is LPRPPATPPPPPPPQ. The MHC is DRB3_0101 with pseudo-sequence DRB3_0101. The binding affinity (normalized) is 0.